Task: Predict the reaction yield, written as a fraction of the theoretical maximum amount of product (1.0 means a 100% yield; for example, 0.34 means a 34% yield).. Dataset: Reaction yield outcomes from USPTO patents with 853,638 reactions (1) The reactants are [Br:1][C:2]1[C:7]([N+:8]([O-])=O)=[CH:6][CH:5]=[CH:4][C:3]=1[F:11].[BH4-].[Na+].O. The catalyst is CO.Cl[Ni]Cl. The product is [Br:1][C:2]1[C:3]([F:11])=[CH:4][CH:5]=[CH:6][C:7]=1[NH2:8]. The yield is 0.700. (2) The reactants are Cl[CH2:2][CH2:3][O:4][C:5]1[C:6]([Se:19][C:20]2[CH:30]=[CH:29][C:23]([C:24]([O:26][CH2:27][CH3:28])=[O:25])=[CH:22][CH:21]=2)=[CH:7][C:8]2[C:9]([CH3:18])([CH3:17])[CH2:10][CH2:11][C:12]([CH3:16])([CH3:15])[C:13]=2[CH:14]=1.[I-:31].[Na+].O.C(OCC)C. The catalyst is CCC(C)=O. The product is [I:31][CH2:2][CH2:3][O:4][C:5]1[C:6]([Se:19][C:20]2[CH:30]=[CH:29][C:23]([C:24]([O:26][CH2:27][CH3:28])=[O:25])=[CH:22][CH:21]=2)=[CH:7][C:8]2[C:9]([CH3:18])([CH3:17])[CH2:10][CH2:11][C:12]([CH3:16])([CH3:15])[C:13]=2[CH:14]=1. The yield is 0.680. (3) The reactants are FC(F)(F)S(O[C:7]1[CH:8]=[CH:9][C:10]2[CH2:16][CH:15]([CH2:17][C:18]([O:20][CH2:21][CH3:22])=[O:19])[C:14]3[CH:23]=[CH:24][CH:25]=[CH:26][C:13]=3[CH2:12][C:11]=2[CH:27]=1)(=O)=O.[O:30]1[CH2:35][CH2:34][CH2:33][CH2:32][CH:31]1[O:36][CH2:37][CH2:38][C:39]#[C:40][Sn](CCCC)(CCCC)CCCC.[Li+].[Cl-]. The catalyst is Cl[Pd](Cl)([P](C1C=CC=CC=1)(C1C=CC=CC=1)C1C=CC=CC=1)[P](C1C=CC=CC=1)(C1C=CC=CC=1)C1C=CC=CC=1.O1CCOCC1. The product is [O:30]1[CH2:35][CH2:34][CH2:33][CH2:32][CH:31]1[O:36][CH2:37][CH2:38][C:39]#[C:40][C:7]1[CH:8]=[CH:9][C:10]2[CH2:16][CH:15]([CH2:17][C:18]([O:20][CH2:21][CH3:22])=[O:19])[C:14]3[CH:23]=[CH:24][CH:25]=[CH:26][C:13]=3[CH2:12][C:11]=2[CH:27]=1. The yield is 0.830. (4) The yield is 0.300. The catalyst is C1(C)C=CC=CC=1.CCO. The product is [CH:1]1([C@H:7]([NH:9][C:10]([C:12]2[CH:13]=[C:14]3[C:18](=[CH:19][CH:20]=2)[NH:17][N:16]=[C:15]3[C:31]2[CH:30]=[CH:29][C:28]([N:25]3[CH2:24][CH2:23][O:22][CH2:27][CH2:26]3)=[CH:33][CH:32]=2)=[O:11])[CH3:8])[CH2:6][CH2:5][CH2:4][CH2:3][CH2:2]1. The reactants are [CH:1]1([C@H:7]([NH:9][C:10]([C:12]2[CH:13]=[C:14]3[C:18](=[CH:19][CH:20]=2)[NH:17][N:16]=[C:15]3I)=[O:11])[CH3:8])[CH2:6][CH2:5][CH2:4][CH2:3][CH2:2]1.[O:22]1[CH2:27][CH2:26][N:25]([C:28]2[CH:33]=[CH:32][C:31](B3OC(C)(C)C(C)(C)O3)=[CH:30][CH:29]=2)[CH2:24][CH2:23]1.C([O-])([O-])=O.[Na+].[Na+].